Predict the reactants needed to synthesize the given product. From a dataset of Full USPTO retrosynthesis dataset with 1.9M reactions from patents (1976-2016). (1) Given the product [C:1]([C:5]1[CH:6]=[C:7]([C:15]2[CH:16]=[C:17]([C:29]([NH:33][C@H:34]3[CH2:37][C@H:36]([C:38]([OH:40])=[O:39])[CH2:35]3)=[O:30])[N:18]([CH3:28])[C:19]=2[C:20]([CH:22]2[CH2:23][CH2:24][CH2:25][CH2:26][CH2:27]2)=[O:21])[CH:8]=[C:9]([C:11]2([CH3:14])[CH2:13][CH2:12]2)[CH:10]=1)([CH3:2])([CH3:3])[CH3:4], predict the reactants needed to synthesize it. The reactants are: [C:1]([C:5]1[CH:6]=[C:7]([C:15]2[CH:16]=[C:17]([C:29](O)=[O:30])[N:18]([CH3:28])[C:19]=2[C:20]([CH:22]2[CH2:27][CH2:26][CH2:25][CH2:24][CH2:23]2)=[O:21])[CH:8]=[C:9]([C:11]2([CH3:14])[CH2:13][CH2:12]2)[CH:10]=1)([CH3:4])([CH3:3])[CH3:2].Cl.[NH2:33][C@H:34]1[CH2:37][C@H:36]([C:38]([OH:40])=[O:39])[CH2:35]1.CN(C(ON1N=NC2C=CC=NC1=2)=[N+](C)C)C.F[P-](F)(F)(F)(F)F.CCN(C(C)C)C(C)C. (2) Given the product [F:38][C:39]([F:44])([F:43])[C:40]([OH:42])=[O:41].[Cl:1][C:2]1[CH:3]=[C:4]2[C:8](=[C:9]([CH:11]([O:16][CH2:17][C:18]3([C:31]4[CH:36]=[CH:35][C:34]([F:37])=[CH:33][CH:32]=4)[CH2:23][CH2:22][N:21]([CH3:24])[CH2:20][CH2:19]3)[C:12]([O:14][CH3:15])=[O:13])[CH:10]=1)[NH:7][N:6]=[CH:5]2, predict the reactants needed to synthesize it. The reactants are: [Cl:1][C:2]1[CH:3]=[C:4]2[C:8](=[C:9]([CH:11]([O:16][CH2:17][C:18]3([C:31]4[CH:36]=[CH:35][C:34]([F:37])=[CH:33][CH:32]=4)[CH2:23][CH2:22][N:21]([C:24](OC(C)(C)C)=O)[CH2:20][CH2:19]3)[C:12]([O:14][CH3:15])=[O:13])[CH:10]=1)[NH:7][N:6]=[CH:5]2.[F:38][C:39]([F:44])([F:43])[C:40]([OH:42])=[O:41]. (3) Given the product [N:1]12[CH2:6][CH2:5][CH:4]([CH2:7][CH2:8]1)[CH:3]([CH2:9][C:10]([NH:25][C:22]([C:18]1[CH:19]=[CH:20][CH:21]=[C:16]([CH:13]([CH3:15])[CH3:14])[CH:17]=1)([CH3:24])[CH3:23])=[O:12])[CH2:2]2, predict the reactants needed to synthesize it. The reactants are: [N:1]12[CH2:8][CH2:7][CH:4]([CH2:5][CH2:6]1)[CH:3]([CH2:9][C:10]([OH:12])=O)[CH2:2]2.[CH:13]([C:16]1[CH:17]=[C:18]([C:22]([NH2:25])([CH3:24])[CH3:23])[CH:19]=[CH:20][CH:21]=1)([CH3:15])[CH3:14]. (4) Given the product [O:33]1[CH2:31][CH:32]1[CH2:34][N:5]1[C:1](=[O:11])[C:2]2[C:3](=[CH:7][CH:8]=[CH:9][CH:10]=2)[C:4]1=[O:6], predict the reactants needed to synthesize it. The reactants are: [C:1]1(=[O:11])[NH:5][C:4](=[O:6])[C:3]2=[CH:7][CH:8]=[CH:9][CH:10]=[C:2]12.C1(P(C2C=CC=CC=2)C2C=CC=CC=2)C=CC=CC=1.[CH2:31]1[O:33][C@H:32]1[CH2:34]O.CCOC(/N=N/C(OCC)=O)=O. (5) The reactants are: [N:1]1(C2(C#N)COC2)CCC[CH2:2]1.[C:12]1(=O)[CH2:15][CH2:14][CH2:13]1.C(O)(=O)C(O)=O.[CH2:23]1[C:26]2([CH2:29][NH:28][CH2:27]2)[CH2:25][O:24]1. Given the product [CH2:23]1[C:26]2([CH2:29][N:28]([C:12]3([C:2]#[N:1])[CH2:15][CH2:14][CH2:13]3)[CH2:27]2)[CH2:25][O:24]1, predict the reactants needed to synthesize it. (6) Given the product [F:2][C:3]1[CH:4]=[C:5]([C@H:14]([NH:15][C:31]([C:30]2[CH:34]=[CH:35][C:27]([C:25]([O:24][CH3:23])=[O:26])=[CH:28][CH:29]=2)=[O:32])[C:16]2[C:21]([F:22])=[CH:20][CH:19]=[CH:18][N:17]=2)[CH:6]=[CH:7][C:8]=1[O:9][C:10]([F:13])([F:12])[F:11], predict the reactants needed to synthesize it. The reactants are: Cl.[F:2][C:3]1[CH:4]=[C:5]([C@@H:14]([C:16]2[C:21]([F:22])=[CH:20][CH:19]=[CH:18][N:17]=2)[NH2:15])[CH:6]=[CH:7][C:8]=1[O:9][C:10]([F:13])([F:12])[F:11].[CH3:23][O:24][C:25]([C:27]1[CH:35]=[CH:34][C:30]([C:31](O)=[O:32])=[CH:29][CH:28]=1)=[O:26].CCCP(=O)=O.CCOC(C)=O.